This data is from Full USPTO retrosynthesis dataset with 1.9M reactions from patents (1976-2016). The task is: Predict the reactants needed to synthesize the given product. (1) Given the product [Si:10]([O:15][C:14]1[CH:16]=[C:17]([OH:18])[CH:19]=[CH:20][CH:21]=1)([C:6]([CH3:9])([CH3:8])[CH3:7])([CH3:12])[CH3:11], predict the reactants needed to synthesize it. The reactants are: N1C=CN=C1.[C:6]([Si:10](Cl)([CH3:12])[CH3:11])([CH3:9])([CH3:8])[CH3:7].[C:14]1([CH:21]=[CH:20][CH:19]=[C:17]([OH:18])[CH:16]=1)[OH:15]. (2) Given the product [CH2:1]([O:3][C:4]([C:6]1[N:7]([N:19]([C:33](=[O:34])[CH2:32][C:31]([O:30][CH2:28][CH3:29])=[O:36])[CH2:20][C:21]2[CH:22]=[CH:23][C:24]([F:27])=[CH:25][CH:26]=2)[C:8]2[C:13]([CH:14]=1)=[CH:12][CH:11]=[C:10]([C:15]([F:18])([F:16])[F:17])[CH:9]=2)=[O:5])[CH3:2], predict the reactants needed to synthesize it. The reactants are: [CH2:1]([O:3][C:4]([C:6]1[N:7]([NH:19][CH2:20][C:21]2[CH:26]=[CH:25][C:24]([F:27])=[CH:23][CH:22]=2)[C:8]2[C:13]([CH:14]=1)=[CH:12][CH:11]=[C:10]([C:15]([F:18])([F:17])[F:16])[CH:9]=2)=[O:5])[CH3:2].[CH2:28]([O:30][C:31](=[O:36])[CH2:32][C:33](Cl)=[O:34])[CH3:29]. (3) Given the product [CH:2]12[CH2:10][CH:6]([CH2:7][CH2:8][CH2:9]1)[CH2:5][CH:4]([NH2:11])[CH2:3]2, predict the reactants needed to synthesize it. The reactants are: [Na].[CH:2]12[CH2:10][CH:6]([CH2:7][CH2:8][CH2:9]1)[CH2:5][C:4](=[N:11]O)[CH2:3]2.